Dataset: Full USPTO retrosynthesis dataset with 1.9M reactions from patents (1976-2016). Task: Predict the reactants needed to synthesize the given product. (1) Given the product [Br:12][C:8]1[C:3]([O:2][CH3:1])=[C:4]([CH3:11])[C:5]([O:9][CH3:10])=[CH:6][CH:7]=1, predict the reactants needed to synthesize it. The reactants are: [CH3:1][O:2][C:3]1[CH:8]=[CH:7][CH:6]=[C:5]([O:9][CH3:10])[C:4]=1[CH3:11].[Br-:12].[Br-].O1CCOCC1.O. (2) Given the product [NH2:19][S:20]([C:23]1[CH:24]=[CH:25][C:26]([CH2:29][CH2:30][N:31]([CH2:32][C:33]2[CH:34]=[C:35]([C:39]3[CH:44]=[CH:43][CH:42]=[C:41]([C:45]([NH:47][CH2:48][CH2:49][N:50]4[CH2:54][CH2:53][CH2:52][CH2:51]4)=[O:46])[CH:40]=3)[CH:36]=[CH:37][CH:38]=2)[C:16](=[O:17])[CH2:15][O:14][CH2:7][C:8]2[CH:13]=[CH:12][CH:11]=[CH:10][CH:9]=2)=[CH:27][CH:28]=1)(=[O:22])=[O:21], predict the reactants needed to synthesize it. The reactants are: N1C=CC=CC=1.[CH2:7]([O:14][CH2:15][C:16](Cl)=[O:17])[C:8]1[CH:13]=[CH:12][CH:11]=[CH:10][CH:9]=1.[NH2:19][S:20]([C:23]1[CH:28]=[CH:27][C:26]([CH2:29][CH2:30][NH:31][CH2:32][C:33]2[CH:34]=[C:35]([C:39]3[CH:44]=[CH:43][CH:42]=[C:41]([C:45]([NH:47][CH2:48][CH2:49][N:50]4[CH2:54][CH2:53][CH2:52][CH2:51]4)=[O:46])[CH:40]=3)[CH:36]=[CH:37][CH:38]=2)=[CH:25][CH:24]=1)(=[O:22])=[O:21]. (3) The reactants are: [C:1]1([S:7](Cl)(=[O:9])=[O:8])[CH:6]=[CH:5][CH:4]=[CH:3][CH:2]=1.C(N(CC)CC)C.[NH:18]1[CH2:23][CH2:22][NH:21][CH2:20][CH2:19]1. Given the product [C:1]1([S:7]([N:18]2[CH2:23][CH2:22][NH:21][CH2:20][CH2:19]2)(=[O:9])=[O:8])[CH:6]=[CH:5][CH:4]=[CH:3][CH:2]=1, predict the reactants needed to synthesize it. (4) Given the product [F:12][C:11]([F:14])([F:13])[C@H:10]([O:15][CH3:20])[CH2:9][O:8][CH2:1][C:2]1[CH:3]=[CH:4][CH:5]=[CH:6][CH:7]=1, predict the reactants needed to synthesize it. The reactants are: [CH2:1]([O:8][CH2:9][C@@H:10]([OH:15])[C:11]([F:14])([F:13])[F:12])[C:2]1[CH:7]=[CH:6][CH:5]=[CH:4][CH:3]=1.[H-].[Na+].IC.[C:20](OCC)(=O)C.